Dataset: Catalyst prediction with 721,799 reactions and 888 catalyst types from USPTO. Task: Predict which catalyst facilitates the given reaction. (1) Reactant: [F:1][C:2]1[CH:3]=[C:4]([N:16]2[C:20]3[N:21]=[C:22]([NH:25][C:26]4[CH:31]=[CH:30][C:29]([CH3:32])=[C:28]([CH2:33][N:34]5[CH2:39][CH2:38][NH:37][CH2:36][CH2:35]5)[CH:27]=4)[N:23]=[CH:24][C:19]=3[CH:18]=[CH:17]2)[CH:5]=[C:6]([F:15])[C:7]=1[CH2:8][N:9]1[CH2:14][CH2:13][O:12][CH2:11][CH2:10]1.[N+](C1C=C[C:46]([O:49]C=O)=CC=1)([O-])=O.C(N(CC)CC)C. Product: [F:15][C:6]1[CH:5]=[C:4]([N:16]2[C:20]3[N:21]=[C:22]([NH:25][C:26]4[CH:31]=[CH:30][C:29]([CH3:32])=[C:28]([CH:27]=4)[CH2:33][N:34]4[CH2:39][CH2:38][N:37]([CH:46]=[O:49])[CH2:36][CH2:35]4)[N:23]=[CH:24][C:19]=3[CH:18]=[CH:17]2)[CH:3]=[C:2]([F:1])[C:7]=1[CH2:8][N:9]1[CH2:14][CH2:13][O:12][CH2:11][CH2:10]1. The catalyst class is: 1. (2) Reactant: C([O:5][C:6]([CH2:8][CH2:9][N:10]1[CH2:15][CH2:14][N:13]([C:16]2[CH:21]=[C:20]([C:22]3[CH:27]=[CH:26][CH:25]=[C:24]([C:28]([F:31])([F:30])[F:29])[CH:23]=3)[N:19]=[C:18]([C:32]#[N:33])[N:17]=2)[CH2:12][CH2:11]1)=[O:7])(C)(C)C.[F:34][C:35]([F:40])([F:39])[C:36]([OH:38])=[O:37]. Product: [F:34][C:35]([F:40])([F:39])[C:36]([OH:38])=[O:37].[C:6]([CH2:8][CH2:9][N:10]1[CH2:11][CH2:12][N:13]([C:16]2[CH:21]=[C:20]([C:22]3[CH:27]=[CH:26][CH:25]=[C:24]([C:28]([F:30])([F:29])[F:31])[CH:23]=3)[N:19]=[C:18]([C:32]#[N:33])[N:17]=2)[CH2:14][CH2:15]1)([OH:7])=[O:5]. The catalyst class is: 4. (3) Reactant: Cl[CH2:2][C:3]1[CH:8]=[CH:7][CH:6]=[C:5]([F:9])[N:4]=1.C([O-])([O-])=[O:11].[K+].[K+]. Product: [F:9][C:5]1[N:4]=[C:3]([CH2:2][OH:11])[CH:8]=[CH:7][CH:6]=1. The catalyst class is: 6. (4) Reactant: [Si]([O:8][CH2:9][C@H:10]1[C@H:14]2[O:15][C:16]([CH3:19])([CH3:18])[O:17][C@H:13]2[C@H:12]([NH:20][C:21]2[N:26]=[C:25]([NH:27][C@@H:28]3[C:36]4[C:31](=[CH:32][CH:33]=[CH:34][CH:35]=4)[CH2:30][CH2:29]3)[N:24]=[C:23]([CH3:37])[N:22]=2)[CH2:11]1)(C(C)(C)C)(C)C.CCCC[N+](CCCC)(CCCC)CCCC.[F-]. Product: [C@@H:28]1([NH:27][C:25]2[N:24]=[C:23]([CH3:37])[N:22]=[C:21]([NH:20][C@H:12]3[C@@H:13]4[O:17][C:16]([CH3:19])([CH3:18])[O:15][C@@H:14]4[C@@H:10]([CH2:9][OH:8])[CH2:11]3)[N:26]=2)[C:36]2[C:31](=[CH:32][CH:33]=[CH:34][CH:35]=2)[CH2:30][CH2:29]1. The catalyst class is: 1. (5) Reactant: Cl.[F:2][C:3]1[CH:4]=[C:5]([CH:7]=[CH:8][C:9]=1[O:10][C:11]1[CH:16]=[CH:15][N:14]=[C:13]2[NH:17][CH:18]=[CH:19][C:12]=12)[NH2:6].C(N(CC)CC)C.[C:27](Cl)(=[O:29])[CH3:28].C(=O)(O)[O-].[Na+].C[O-].[Na+]. Product: [F:2][C:3]1[CH:4]=[C:5]([NH:6][C:27](=[O:29])[CH3:28])[CH:7]=[CH:8][C:9]=1[O:10][C:11]1[CH:16]=[CH:15][N:14]=[C:13]2[NH:17][CH:18]=[CH:19][C:12]=12. The catalyst class is: 4.